This data is from Full USPTO retrosynthesis dataset with 1.9M reactions from patents (1976-2016). The task is: Predict the reactants needed to synthesize the given product. (1) Given the product [C:16]([C:15](=[C:9]1[CH2:10][C:5]2([CH2:4][CH2:3][CH2:2][CH2:1]2)[O:6][CH2:7][CH2:8]1)[C:14]([O:13][CH3:12])=[O:18])#[N:17], predict the reactants needed to synthesize it. The reactants are: [CH2:1]1[C:5]2([CH2:10][C:9](=O)[CH2:8][CH2:7][O:6]2)[CH2:4][CH2:3][CH2:2]1.[CH3:12][O:13][C:14](=[O:18])[CH2:15][C:16]#[N:17].C([O-])(=O)C.[NH4+].C(O)(=O)C. (2) Given the product [ClH:41].[CH3:1][O:2][C:3]1[CH:8]=[CH:7][C:6]([CH:9]=[C:10]([CH3:25])[C:11](=[O:24])[C:12]2[CH:17]=[C:16]([O:18][CH3:19])[C:15]([O:20][CH3:21])=[C:14]([O:22][CH3:23])[CH:13]=2)=[CH:5][C:4]=1[NH:26][C:27](=[O:40])[C@@H:28]([NH2:39])[CH:29]([CH3:31])[CH3:30], predict the reactants needed to synthesize it. The reactants are: [CH3:1][O:2][C:3]1[CH:8]=[CH:7][C:6]([CH:9]=[C:10]([CH3:25])[C:11](=[O:24])[C:12]2[CH:17]=[C:16]([O:18][CH3:19])[C:15]([O:20][CH3:21])=[C:14]([O:22][CH3:23])[CH:13]=2)=[CH:5][C:4]=1[NH:26][C:27](=[O:40])[C@:28]([NH2:39])(C(OC(C)(C)C)=O)[CH:29]([CH3:31])[CH3:30].[ClH:41].CO. (3) Given the product [CH:4]1([N:1]2[CH:27]=[C:26]([C:21]3[CH:20]=[C:19]([NH:18][C:14]4[N:13]=[C:12]([CH:11]([F:10])[F:28])[CH:17]=[CH:16][N:15]=4)[CH:24]=[C:23]([CH3:25])[CH:22]=3)[N:3]=[N:2]2)[CH2:9][CH2:8][CH2:7][CH:6]=[CH:5]1, predict the reactants needed to synthesize it. The reactants are: [N:1]([CH:4]1[CH2:9][CH2:8][CH2:7][CH:6]=[CH:5]1)=[N+:2]=[N-:3].[F:10][CH:11]([F:28])[C:12]1[CH:17]=[CH:16][N:15]=[C:14]([NH:18][C:19]2[CH:24]=[C:23]([CH3:25])[CH:22]=[C:21]([C:26]#[CH:27])[CH:20]=2)[N:13]=1.O=C1O[C@H]([C@H](CO)O)C([O-])=C1O.[Na+]. (4) Given the product [F:1][C:2]1[CH:9]=[C:8]([F:10])[CH:7]=[CH:6][C:3]=1[CH2:4][N:14]1[CH2:13][CH2:12][N:11]([C:17]([O:19][C:20]([CH3:23])([CH3:22])[CH3:21])=[O:18])[CH2:16][CH2:15]1, predict the reactants needed to synthesize it. The reactants are: [F:1][C:2]1[CH:9]=[C:8]([F:10])[CH:7]=[CH:6][C:3]=1[CH:4]=O.[N:11]1([C:17]([O:19][C:20]([CH3:23])([CH3:22])[CH3:21])=[O:18])[CH2:16][CH2:15][NH:14][CH2:13][CH2:12]1.O. (5) The reactants are: Br[C:2]1[CH:3]=[CH:4][C:5]2[N:6]([N:8]=[C:9]([C:11]([N:13]3[CH2:18][CH2:17][CH2:16][CH2:15][CH2:14]3)=[O:12])[N:10]=2)[CH:7]=1.[C:19]1([C:25]#[CH:26])[CH:24]=[CH:23][CH:22]=[CH:21][CH:20]=1. Given the product [C:19]1([C:25]#[C:26][C:2]2[CH:3]=[CH:4][C:5]3[N:6]([N:8]=[C:9]([C:11]([N:13]4[CH2:18][CH2:17][CH2:16][CH2:15][CH2:14]4)=[O:12])[N:10]=3)[CH:7]=2)[CH:24]=[CH:23][CH:22]=[CH:21][CH:20]=1, predict the reactants needed to synthesize it.